From a dataset of Catalyst prediction with 721,799 reactions and 888 catalyst types from USPTO. Predict which catalyst facilitates the given reaction. (1) Reactant: [C:1]([O:5][C:6]([N:8]1[CH2:13][CH2:12][C:11]2[NH:14][N:15]=[C:16]([C:17]3[CH:22]=[CH:21][C:20]([Cl:23])=[C:19]([CH3:24])[CH:18]=3)[C:10]=2[CH2:9]1)=[O:7])([CH3:4])([CH3:3])[CH3:2].C([CH:27]1[O:29][CH2:28]1)Cl.[C:30](=O)([O-])[O-].[Cs+].[Cs+]. Product: [C:1]([O:5][C:6]([N:8]1[CH2:13][CH2:12][C:11]2[N:14]([CH:28]3[CH2:27][O:29]3)[N:15]=[C:16]([C:17]3[CH:22]=[CH:21][C:20]([Cl:23])=[C:19]([CH3:24])[CH:18]=3)[C:10]=2[CH:9]1[CH3:30])=[O:7])([CH3:4])([CH3:3])[CH3:2]. The catalyst class is: 31. (2) Reactant: [CH2:1]([N:8]1[CH2:13][CH2:12][CH:11]([N:14]([C:19]2[CH:28]=[CH:27][C:26]3[C:21](=[CH:22][CH:23]=[C:24]([OH:29])[CH:25]=3)[CH:20]=2)[C:15](=[O:18])[CH2:16][CH3:17])[CH2:10][CH2:9]1)C1C=CC=CC=1.C=O. Product: [OH:29][C:24]1[CH:25]=[C:26]2[C:21](=[CH:22][CH:23]=1)[CH:20]=[C:19]([N:14]([CH:11]1[CH2:12][CH2:13][N:8]([CH3:1])[CH2:9][CH2:10]1)[C:15](=[O:18])[CH2:16][CH3:17])[CH:28]=[CH:27]2. The catalyst class is: 19. (3) The catalyst class is: 29. Product: [Cl:1][C:2]1[CH:28]=[CH:27][C:5]([CH2:6][NH:7][C:8]([C:10]2[C:11](=[O:26])[C:12]3[CH:19]=[C:18]([CH2:20][CH2:21][CH2:22][CH2:23][CH2:24][OH:25])[O:17][C:13]=3[N:14]([CH3:16])[CH:15]=2)=[O:9])=[CH:4][CH:3]=1. Reactant: [Cl:1][C:2]1[CH:28]=[CH:27][C:5]([CH2:6][NH:7][C:8]([C:10]2[C:11](=[O:26])[C:12]3[CH:19]=[C:18]([C:20]#[C:21][CH2:22][CH2:23][CH2:24][OH:25])[O:17][C:13]=3[N:14]([CH3:16])[CH:15]=2)=[O:9])=[CH:4][CH:3]=1. (4) Reactant: [H-].[Na+].[F:3][C:4]1[CH:9]=[CH:8][C:7]([C:10]2[N:11]=[C:12]([OH:15])[S:13][CH:14]=2)=[CH:6][CH:5]=1.[C:16]([O:20][C:21](=[O:24])[CH2:22]Br)([CH3:19])([CH3:18])[CH3:17]. Product: [C:16]([O:20][C:21](=[O:24])[CH2:22][O:15][C:12]1[S:13][CH:14]=[C:10]([C:7]2[CH:6]=[CH:5][C:4]([F:3])=[CH:9][CH:8]=2)[N:11]=1)([CH3:19])([CH3:18])[CH3:17]. The catalyst class is: 3. (5) The catalyst class is: 3. Product: [F:1][C:2]1[CH:7]=[CH:6][C:5]2[N:8]=[C:10]([SH:15])[S:14][C:4]=2[CH:3]=1. Reactant: [F:1][C:2]1[CH:3]=[C:4](N)[C:5]([NH2:8])=[CH:6][CH:7]=1.[C:10]([S-:15])(=[S:14])OCC.[K+].O.Cl. (6) The catalyst class is: 15. Product: [CH2:1]([O:3][C:4]([C:6]1[C:10]([C:11]2[CH:16]=[CH:15][CH:14]=[C:13]([Cl:17])[C:12]=2[Cl:18])=[CH:9][S:8][C:7]=1[N:19]1[C:23](=[O:24])[C:22]2[C:21](=[CH:29][CH:28]=[CH:27][CH:26]=2)[C:20]1=[O:25])=[O:5])[CH3:2]. Reactant: [CH2:1]([O:3][C:4]([C:6]1[C:10]([C:11]2[CH:16]=[CH:15][CH:14]=[C:13]([Cl:17])[C:12]=2[Cl:18])=[CH:9][S:8][C:7]=1[NH2:19])=[O:5])[CH3:2].[C:20]1(=O)[O:25][C:23](=[O:24])[C:22]2=[CH:26][CH:27]=[CH:28][CH:29]=[C:21]12.